From a dataset of NCI-60 drug combinations with 297,098 pairs across 59 cell lines. Regression. Given two drug SMILES strings and cell line genomic features, predict the synergy score measuring deviation from expected non-interaction effect. (1) Drug 1: CN1C(=O)N2C=NC(=C2N=N1)C(=O)N. Drug 2: C1C(C(OC1N2C=NC(=NC2=O)N)CO)O. Cell line: UO-31. Synergy scores: CSS=11.9, Synergy_ZIP=-4.27, Synergy_Bliss=-0.788, Synergy_Loewe=0.151, Synergy_HSA=0.698. (2) Drug 1: C1=CC(=CC=C1C#N)C(C2=CC=C(C=C2)C#N)N3C=NC=N3. Drug 2: CC1=C(C(CCC1)(C)C)C=CC(=CC=CC(=CC(=O)O)C)C. Cell line: MDA-MB-435. Synergy scores: CSS=0.388, Synergy_ZIP=0.588, Synergy_Bliss=-0.768, Synergy_Loewe=-4.07, Synergy_HSA=-3.96. (3) Drug 1: CC1=CC2C(CCC3(C2CCC3(C(=O)C)OC(=O)C)C)C4(C1=CC(=O)CC4)C. Drug 2: C1=CN(C(=O)N=C1N)C2C(C(C(O2)CO)O)O.Cl. Cell line: OVCAR3. Synergy scores: CSS=23.6, Synergy_ZIP=-6.86, Synergy_Bliss=-0.743, Synergy_Loewe=-66.6, Synergy_HSA=-2.91. (4) Drug 1: CC1=C2C(C(=O)C3(C(CC4C(C3C(C(C2(C)C)(CC1OC(=O)C(C(C5=CC=CC=C5)NC(=O)OC(C)(C)C)O)O)OC(=O)C6=CC=CC=C6)(CO4)OC(=O)C)O)C)O. Drug 2: CN1C2=C(C=C(C=C2)N(CCCl)CCCl)N=C1CCCC(=O)O.Cl. Cell line: NCI-H460. Synergy scores: CSS=-2.08, Synergy_ZIP=12.6, Synergy_Bliss=12.0, Synergy_Loewe=9.17, Synergy_HSA=8.38. (5) Drug 1: C1=CC(=CC=C1CCC2=CNC3=C2C(=O)NC(=N3)N)C(=O)NC(CCC(=O)O)C(=O)O. Drug 2: CCCS(=O)(=O)NC1=C(C(=C(C=C1)F)C(=O)C2=CNC3=C2C=C(C=N3)C4=CC=C(C=C4)Cl)F. Cell line: 786-0. Synergy scores: CSS=22.9, Synergy_ZIP=0.282, Synergy_Bliss=0.575, Synergy_Loewe=-5.86, Synergy_HSA=1.72. (6) Cell line: NCI-H322M. Synergy scores: CSS=26.0, Synergy_ZIP=1.29, Synergy_Bliss=2.76, Synergy_Loewe=-17.1, Synergy_HSA=0.287. Drug 1: CN(C)N=NC1=C(NC=N1)C(=O)N. Drug 2: CS(=O)(=O)CCNCC1=CC=C(O1)C2=CC3=C(C=C2)N=CN=C3NC4=CC(=C(C=C4)OCC5=CC(=CC=C5)F)Cl. (7) Drug 1: CS(=O)(=O)OCCCCOS(=O)(=O)C. Drug 2: CN(C(=O)NC(C=O)C(C(C(CO)O)O)O)N=O. Cell line: SF-295. Synergy scores: CSS=24.8, Synergy_ZIP=-3.70, Synergy_Bliss=1.32, Synergy_Loewe=3.26, Synergy_HSA=2.91. (8) Drug 1: CS(=O)(=O)C1=CC(=C(C=C1)C(=O)NC2=CC(=C(C=C2)Cl)C3=CC=CC=N3)Cl. Drug 2: CC1C(C(=O)NC(C(=O)N2CCCC2C(=O)N(CC(=O)N(C(C(=O)O1)C(C)C)C)C)C(C)C)NC(=O)C3=C4C(=C(C=C3)C)OC5=C(C(=O)C(=C(C5=N4)C(=O)NC6C(OC(=O)C(N(C(=O)CN(C(=O)C7CCCN7C(=O)C(NC6=O)C(C)C)C)C)C(C)C)C)N)C. Cell line: HCT-15. Synergy scores: CSS=19.6, Synergy_ZIP=9.14, Synergy_Bliss=12.6, Synergy_Loewe=10.7, Synergy_HSA=11.0. (9) Drug 1: CC(C1=C(C=CC(=C1Cl)F)Cl)OC2=C(N=CC(=C2)C3=CN(N=C3)C4CCNCC4)N. Drug 2: COC1=CC(=CC(=C1O)OC)C2C3C(COC3=O)C(C4=CC5=C(C=C24)OCO5)OC6C(C(C7C(O6)COC(O7)C8=CC=CS8)O)O. Cell line: SF-268. Synergy scores: CSS=24.9, Synergy_ZIP=-4.42, Synergy_Bliss=-1.43, Synergy_Loewe=-11.9, Synergy_HSA=-2.65.